From a dataset of NCI-60 drug combinations with 297,098 pairs across 59 cell lines. Regression. Given two drug SMILES strings and cell line genomic features, predict the synergy score measuring deviation from expected non-interaction effect. (1) Drug 1: CCCS(=O)(=O)NC1=C(C(=C(C=C1)F)C(=O)C2=CNC3=C2C=C(C=N3)C4=CC=C(C=C4)Cl)F. Drug 2: CC(C)NC(=O)C1=CC=C(C=C1)CNNC.Cl. Cell line: RPMI-8226. Synergy scores: CSS=-6.85, Synergy_ZIP=6.56, Synergy_Bliss=8.63, Synergy_Loewe=-10.1, Synergy_HSA=-5.77. (2) Drug 1: C1CC(C1)(C(=O)O)C(=O)O.[NH2-].[NH2-].[Pt+2]. Drug 2: C(CCl)NC(=O)N(CCCl)N=O. Cell line: PC-3. Synergy scores: CSS=18.7, Synergy_ZIP=-3.42, Synergy_Bliss=0.603, Synergy_Loewe=1.12, Synergy_HSA=2.85. (3) Drug 1: CC(C1=C(C=CC(=C1Cl)F)Cl)OC2=C(N=CC(=C2)C3=CN(N=C3)C4CCNCC4)N. Drug 2: C1CCC(C1)C(CC#N)N2C=C(C=N2)C3=C4C=CNC4=NC=N3. Cell line: M14. Synergy scores: CSS=-7.92, Synergy_ZIP=7.95, Synergy_Bliss=9.80, Synergy_Loewe=2.60, Synergy_HSA=-0.447.